This data is from Reaction yield outcomes from USPTO patents with 853,638 reactions. The task is: Predict the reaction yield, written as a fraction of the theoretical maximum amount of product (1.0 means a 100% yield; for example, 0.34 means a 34% yield). (1) The reactants are [CH3:1][O:2][CH2:3][NH:4][C:5]([CH:7]1[CH2:11][S:10][C:9]([C:12]2[CH:17]=[CH:16][CH:15]=[CH:14][CH:13]=2)=[N:8]1)=[O:6].C1CCN2C(=NCCC2)CC1.BrC(Cl)(Cl)Cl. The catalyst is C(Cl)Cl. The product is [CH3:1][O:2][CH2:3][NH:4][C:5]([C:7]1[N:8]=[C:9]([C:12]2[CH:17]=[CH:16][CH:15]=[CH:14][CH:13]=2)[S:10][CH:11]=1)=[O:6]. The yield is 0.736. (2) The reactants are S(Cl)(Cl)=O.[O:5]=[C:6]1[NH:10][C:9](=[O:11])[CH:8]([CH2:12][C:13]2[CH:23]=[CH:22][C:16]([O:17][CH2:18][C:19]([OH:21])=O)=[CH:15][CH:14]=2)[S:7]1.[NH2:24][C:25]1[CH:30]=[CH:29][C:28]([O:31][CH3:32])=[CH:27][C:26]=1[N:33]([CH3:41])[C:34](=[O:40])[O:35][C:36]([CH3:39])([CH3:38])[CH3:37].C(N(CC)CC)C.C(=O)(O)[O-].[Na+]. The catalyst is ClCCl.O.CN(C)C=O. The product is [O:5]=[C:6]1[NH:10][C:9](=[O:11])[CH:8]([CH2:12][C:13]2[CH:14]=[CH:15][C:16]([O:17][CH2:18][C:19]([NH:24][C:25]3[CH:30]=[CH:29][C:28]([O:31][CH3:32])=[CH:27][C:26]=3[N:33]([CH3:41])[C:34](=[O:40])[O:35][C:36]([CH3:37])([CH3:39])[CH3:38])=[O:21])=[CH:22][CH:23]=2)[S:7]1. The yield is 0.890. (3) The reactants are [C:1]([C:4]1[C:5]([CH:16]2[CH2:19][CH2:18][CH2:17]2)=[CH:6][C:7]([CH2:14][CH3:15])=[C:8]([CH:13]=1)[C:9]([O:11][CH3:12])=[O:10])(=[S:3])[NH2:2].I[CH3:21]. The catalyst is O1CCCC1. The product is [CH:16]1([C:5]2[C:4]([C:1](=[NH:2])[S:3][CH3:21])=[CH:13][C:8]([C:9]([O:11][CH3:12])=[O:10])=[C:7]([CH2:14][CH3:15])[CH:6]=2)[CH2:17][CH2:18][CH2:19]1. The yield is 0.970. (4) The reactants are [CH3:1][C:2]1[C:10]2[C:9]([C:11](O)=[O:12])=[CH:8][C:7]([CH3:14])=[N:6][C:5]=2[N:4]([C:15]2[CH:20]=[CH:19][CH:18]=[CH:17][CH:16]=2)[N:3]=1.[CH3:21][C:22]1[CH:23]=[N:24][CH:25]=[C:26]([CH3:29])[C:27]=1[NH2:28].N1C=CC=CC=1.P(Cl)(Cl)(Cl)=O. The catalyst is CCOC(C)=O.CCCCCCC. The product is [CH3:21][C:22]1[CH:23]=[N:24][CH:25]=[C:26]([CH3:29])[C:27]=1[NH:28][C:11]([C:9]1[C:10]2[C:2]([CH3:1])=[N:3][N:4]([C:15]3[CH:20]=[CH:19][CH:18]=[CH:17][CH:16]=3)[C:5]=2[N:6]=[C:7]([CH3:14])[CH:8]=1)=[O:12]. The yield is 0.100. (5) The reactants are [NH2:1][C:2]1[N:10]=[C:9]2[C:5]([N:6]=[C:7]([S:11][CH3:12])[NH:8]2)=[C:4]([N:13]2[CH2:18][CH2:17][N:16]([C:19](=[O:29])[CH2:20][O:21][C:22]3[CH:27]=[CH:26][C:25]([Cl:28])=[CH:24][CH:23]=3)[CH2:15][CH2:14]2)[N:3]=1.[CH3:30]I. No catalyst specified. The product is [NH2:1][C:2]1[N:10]=[C:9]2[C:5]([N:6]=[C:7]([S:11][CH3:12])[N:8]2[CH3:30])=[C:4]([N:13]2[CH2:18][CH2:17][N:16]([C:19](=[O:29])[CH2:20][O:21][C:22]3[CH:27]=[CH:26][C:25]([Cl:28])=[CH:24][CH:23]=3)[CH2:15][CH2:14]2)[N:3]=1. The yield is 0.970. (6) The reactants are Cl.[NH2:2][C@H:3]1[CH2:7][CH2:6][C@@H:5]([C:8]([OH:10])=[O:9])[CH2:4]1.S(Cl)(Cl)=O.[CH3:15]O. No catalyst specified. The product is [CH3:15][O:9][C:8]([C@H:5]1[CH2:6][CH2:7][C@@H:3]([NH2:2])[CH2:4]1)=[O:10]. The yield is 0.980. (7) The reactants are [NH:1]1[CH2:9][CH2:8][CH:4]([C:5]([OH:7])=[O:6])[CH2:3][CH2:2]1.[OH-].[Na+].[C:12](O[C:12]([O:14][C:15]([CH3:18])([CH3:17])[CH3:16])=[O:13])([O:14][C:15]([CH3:18])([CH3:17])[CH3:16])=[O:13]. The catalyst is C1COCC1.O.C(OCC)(=O)C. The product is [C:12]([N:1]1[CH2:9][CH2:8][CH:4]([C:5]([OH:7])=[O:6])[CH2:3][CH2:2]1)([O:14][C:15]([CH3:18])([CH3:17])[CH3:16])=[O:13]. The yield is 0.900.